Dataset: Full USPTO retrosynthesis dataset with 1.9M reactions from patents (1976-2016). Task: Predict the reactants needed to synthesize the given product. (1) Given the product [CH:19]([C:18]1[CH:17]=[C:16]([C:2]#[C:1][C:3]2[CH:8]=[CH:7][C:6]([CH2:9][CH2:10][C:11]([O:13][CH3:14])=[O:12])=[CH:5][CH:4]=2)[CH:23]=[CH:22][CH:21]=1)=[O:20], predict the reactants needed to synthesize it. The reactants are: [C:1]([C:3]1[CH:8]=[CH:7][C:6]([CH2:9][CH2:10][C:11]([O:13][CH3:14])=[O:12])=[CH:5][CH:4]=1)#[CH:2].Br[C:16]1[CH:17]=[C:18]([CH:21]=[CH:22][CH:23]=1)[CH:19]=[O:20]. (2) Given the product [O:23]=[C:20]([C@@:17]1([OH:24])[CH2:16][C@H:15]([O:25][C@@H:26]2[O:40][C@@H:39]([CH3:41])[C@H:29]3[O:30][C@H:31]4[N:36]([C@H:28]3[CH2:27]2)[CH2:35][CH2:34][O:33][C@@H:32]4[O:37][CH3:38])[C:14]2[C:19](=[C:2]([OH:1])[C:3]3[C:4](=[O:46])[C:5]4[C:10]([C:11](=[O:43])[C:12]=3[C:13]=2[OH:42])=[C:9]([O:44][CH3:45])[CH:8]=[CH:7][CH:6]=4)[CH2:18]1)[CH2:21][O:22][C:53]1([O:52][CH2:51][C:50]([O:49][CH2:47][CH3:48])=[O:59])[CH2:58][CH2:57][CH2:56][CH2:55][CH2:54]1, predict the reactants needed to synthesize it. The reactants are: [OH:1][C:2]1[C:19]2[CH2:18][C@@:17]([OH:24])([C:20](=[O:23])[CH2:21][OH:22])[CH2:16][C@H:15]([O:25][C@@H:26]3[O:40][C@@H:39]([CH3:41])[C@H:29]4[O:30][C@H:31]5[N:36]([C@H:28]4[CH2:27]3)[CH2:35][CH2:34][O:33][C@@H:32]5[O:37][CH3:38])[C:14]=2[C:13]([OH:42])=[C:12]2[C:3]=1[C:4](=[O:46])[C:5]1[CH:6]=[CH:7][CH:8]=[C:9]([O:44][CH3:45])[C:10]=1[C:11]2=[O:43].[CH2:47]([O:49][C:50](=[O:59])[CH2:51][O:52][C:53]1[CH2:58][CH2:57][CH2:56][CH2:55][CH:54]=1)[CH3:48].O.C1(C)C=CC(S(O)(=O)=O)=CC=1.C(=O)(O)[O-].[Na+]. (3) Given the product [F:12][C:13]1[CH:20]=[CH:19][C:16]([CH2:17][O:1][C:2]2[CH:3]=[C:4]3[C:8](=[CH:9][CH:10]=2)[C:7](=[O:11])[CH2:6][CH2:5]3)=[CH:15][CH:14]=1, predict the reactants needed to synthesize it. The reactants are: [OH:1][C:2]1[CH:3]=[C:4]2[C:8](=[CH:9][CH:10]=1)[C:7](=[O:11])[CH2:6][CH2:5]2.[F:12][C:13]1[CH:20]=[CH:19][C:16]([CH2:17]Br)=[CH:15][CH:14]=1.C(=O)([O-])[O-].[K+].[K+]. (4) Given the product [CH2:1]([O:5][C:6]1[N:7]=[CH:8][C:9]([NH2:12])=[CH:10][CH:11]=1)[CH2:2][CH2:3][CH3:4], predict the reactants needed to synthesize it. The reactants are: [CH2:1]([O:5][C:6]1[CH:11]=[CH:10][C:9]([N+:12]([O-])=O)=[CH:8][N:7]=1)[CH2:2][CH2:3][CH3:4].[H][H]. (5) Given the product [Cl:8][C:6]1[CH:5]=[CH:4][C:3]([C:9]([N:11]2[CH2:16][CH2:15][N:14]([C:17]3[C:22]([CH3:23])=[CH:21][C:20]([CH3:24])=[CH:19][N:18]=3)[CH2:13][CH2:12]2)=[O:10])=[C:2]([N:28]2[CH2:29][CH2:30][N:26]([CH3:25])[C:27]2=[O:31])[CH:7]=1, predict the reactants needed to synthesize it. The reactants are: Br[C:2]1[CH:7]=[C:6]([Cl:8])[CH:5]=[CH:4][C:3]=1[C:9]([N:11]1[CH2:16][CH2:15][N:14]([C:17]2[C:22]([CH3:23])=[CH:21][C:20]([CH3:24])=[CH:19][N:18]=2)[CH2:13][CH2:12]1)=[O:10].[CH3:25][N:26]1[CH2:30][CH2:29][NH:28][C:27]1=[O:31].C(=O)([O-])[O-].[Cs+].[Cs+].CNCCNC. (6) Given the product [Cl:1][C:2]1[CH:27]=[C:26]([Cl:28])[CH:25]=[CH:24][C:3]=1[O:4][C:5]1[CH:10]=[CH:9][CH:8]=[CH:7][C:6]=1[NH:11][S:12]([C:15]1[CH:23]=[CH:22][C:18]([C:19]([N:41]2[CH2:40][CH2:39][N:38]([CH2:37][CH2:36][CH2:35][N:29]3[CH2:30][CH2:31][CH2:32][CH2:33][CH2:34]3)[CH2:43][CH2:42]2)=[O:20])=[CH:17][CH:16]=1)(=[O:13])=[O:14], predict the reactants needed to synthesize it. The reactants are: [Cl:1][C:2]1[CH:27]=[C:26]([Cl:28])[CH:25]=[CH:24][C:3]=1[O:4][C:5]1[CH:10]=[CH:9][CH:8]=[CH:7][C:6]=1[NH:11][S:12]([C:15]1[CH:23]=[CH:22][C:18]([C:19](O)=[O:20])=[CH:17][CH:16]=1)(=[O:14])=[O:13].[N:29]1([CH2:35][CH2:36][CH2:37][N:38]2[CH2:43][CH2:42][NH:41][CH2:40][CH2:39]2)[CH2:34][CH2:33][CH2:32][CH2:31][CH2:30]1.